This data is from Catalyst prediction with 721,799 reactions and 888 catalyst types from USPTO. The task is: Predict which catalyst facilitates the given reaction. (1) The catalyst class is: 5. Reactant: [CH3:1][C:2]1[C:3]([CH3:21])=[CH:4][C:5]2[N:14]([CH2:15][CH:16]=O)[C:13]3[C:8]([C:9](=[O:19])[NH:10][C:11](=[O:18])[N:12]=3)=[N:7][C:6]=2[CH:20]=1.[NH:22]1[CH2:26][CH2:25][CH2:24][C@H:23]1[C:27]([OH:29])=[O:28].C(O)(=O)C.C([BH3-])#N.[Na+]. Product: [CH3:1][C:2]1[C:3]([CH3:21])=[CH:4][C:5]2[N:14]([CH2:15][CH2:16][N:22]3[CH2:26][CH2:25][CH2:24][C@H:23]3[C:27]([OH:29])=[O:28])[C:13]3[C:8]([C:9](=[O:19])[NH:10][C:11](=[O:18])[N:12]=3)=[N:7][C:6]=2[CH:20]=1. (2) Reactant: [Si:1]([O:8][C@H:9]1[C@@H:13]([O:14][Si:15]([C:18]([CH3:21])([CH3:20])[CH3:19])([CH3:17])[CH3:16])[C@H:12]([N:22]2[CH:27]=[CH:26][C:25](=[O:28])[N:24]([CH2:29][C:30]3[CH:35]=[CH:34][C:33]([O:36][CH3:37])=[CH:32][CH:31]=3)[C:23]2=[O:38])[O:11][CH:10]1[C@H:39]([OH:71])[C@@H:40]([C:64]([O:66][C:67]([CH3:70])([CH3:69])[CH3:68])=[O:65])[NH:41][CH2:42][CH2:43][CH2:44][NH:45][C:46](=[O:63])[C@@H:47]([CH2:59][CH:60]([CH3:62])[CH3:61])[NH:48]C(=O)OCC1C=CC=CC=1)([C:4]([CH3:7])([CH3:6])[CH3:5])([CH3:3])[CH3:2]. Product: [NH2:48][C@H:47]([CH2:59][CH:60]([CH3:62])[CH3:61])[C:46]([NH:45][CH2:44][CH2:43][CH2:42][NH:41][C@@H:40]([C@H:39]([CH:10]1[C@@H:9]([O:8][Si:1]([C:4]([CH3:5])([CH3:6])[CH3:7])([CH3:3])[CH3:2])[C@@H:13]([O:14][Si:15]([C:18]([CH3:19])([CH3:20])[CH3:21])([CH3:16])[CH3:17])[C@H:12]([N:22]2[CH:27]=[CH:26][C:25](=[O:28])[N:24]([CH2:29][C:30]3[CH:31]=[CH:32][C:33]([O:36][CH3:37])=[CH:34][CH:35]=3)[C:23]2=[O:38])[O:11]1)[OH:71])[C:64]([O:66][C:67]([CH3:69])([CH3:70])[CH3:68])=[O:65])=[O:63]. The catalyst class is: 19.